Dataset: Reaction yield outcomes from USPTO patents with 853,638 reactions. Task: Predict the reaction yield, written as a fraction of the theoretical maximum amount of product (1.0 means a 100% yield; for example, 0.34 means a 34% yield). (1) The catalyst is C(Cl)Cl.CN(C1C=CN=CC=1)C. The product is [C:1]([O:5][C:6](=[O:19])[CH2:7][C@@H:8]([CH2:17][O:18][S:20]([C:23]1[CH:29]=[CH:28][C:26]([CH3:27])=[CH:25][CH:24]=1)(=[O:22])=[O:21])[CH2:9][C@H:10]([CH3:16])[CH2:11][CH2:12][CH2:13][CH2:14][CH3:15])([CH3:3])([CH3:2])[CH3:4]. The yield is 0.960. The reactants are [C:1]([O:5][C:6](=[O:19])[CH2:7][C@@H:8]([CH2:17][OH:18])[CH2:9][C@H:10]([CH3:16])[CH2:11][CH2:12][CH2:13][CH2:14][CH3:15])([CH3:4])([CH3:3])[CH3:2].[S:20](Cl)([C:23]1[CH:29]=[CH:28][C:26]([CH3:27])=[CH:25][CH:24]=1)(=[O:22])=[O:21].C(N(CC)CC)C. (2) The reactants are [CH2:1]([C:3]1[CH:4]=[C:5]([C:11]2[CH:12]=[C:13]3[C:17](=[CH:18][CH:19]=2)[C:16](=[O:20])[CH2:15][CH2:14]3)[CH:6]=[CH:7][C:8]=1[O:9][CH3:10])[CH3:2].[Li+].CC([N-]C(C)C)C.Br[CH2:30][C:31]([O:33][CH2:34][CH3:35])=[O:32]. The catalyst is C1COCC1. The product is [CH2:34]([O:33][C:31](=[O:32])[CH2:30][CH:15]1[CH2:14][C:13]2[C:17](=[CH:18][CH:19]=[C:11]([C:5]3[CH:6]=[CH:7][C:8]([O:9][CH3:10])=[C:3]([CH2:1][CH3:2])[CH:4]=3)[CH:12]=2)[C:16]1=[O:20])[CH3:35]. The yield is 0.680. (3) The reactants are C(N(CC)CC)C.[F:8][C:9]1[CH:29]=[C:28]([F:30])[CH:27]=[CH:26][C:10]=1[O:11][C:12]1[CH:17]=[CH:16][C:15]([C:18](OC)=[C:19]([C:22]#[N:23])[C:20]#[N:21])=[CH:14][CH:13]=1.Cl.[CH2:32]([O:39][C:40]([N:42]1[CH2:47][CH2:46][CH2:45][CH:44]([NH:48][NH2:49])[CH2:43]1)=[O:41])[C:33]1[CH:38]=[CH:37][CH:36]=[CH:35][CH:34]=1. The catalyst is C(O)C. The product is [NH2:23][C:22]1[N:48]([CH:44]2[CH2:45][CH2:46][CH2:47][N:42]([C:40]([O:39][CH2:32][C:33]3[CH:38]=[CH:37][CH:36]=[CH:35][CH:34]=3)=[O:41])[CH2:43]2)[N:49]=[C:18]([C:15]2[CH:14]=[CH:13][C:12]([O:11][C:10]3[CH:26]=[CH:27][C:28]([F:30])=[CH:29][C:9]=3[F:8])=[CH:17][CH:16]=2)[C:19]=1[C:20]#[N:21]. The yield is 0.400.